This data is from Forward reaction prediction with 1.9M reactions from USPTO patents (1976-2016). The task is: Predict the product of the given reaction. Given the reactants [Cl:1][C:2]1[CH:7]=[C:6]([CH3:8])[N:5]=[C:4]([NH2:9])[N:3]=1.CO.[I:12]N1C(=O)CCC1=O, predict the reaction product. The product is: [Cl:1][C:2]1[C:7]([I:12])=[C:6]([CH3:8])[N:5]=[C:4]([NH2:9])[N:3]=1.